This data is from Retrosynthesis with 50K atom-mapped reactions and 10 reaction types from USPTO. The task is: Predict the reactants needed to synthesize the given product. (1) The reactants are: CCOC(=O)CC1OB(O)c2cc(Oc3ccncn3)ccc21. Given the product O=C(O)CC1OB(O)c2cc(Oc3ccncn3)ccc21, predict the reactants needed to synthesize it. (2) The reactants are: COC(=O)Cc1ccc(Br)cc1Cl.OB(O)c1cccnc1F. Given the product COC(=O)Cc1ccc(-c2cccnc2F)cc1Cl, predict the reactants needed to synthesize it. (3) The reactants are: COc1cccc(CN(C)S(=O)(=O)c2ccc(Br)s2)c1. Given the product CN(Cc1cccc(O)c1)S(=O)(=O)c1ccc(Br)s1, predict the reactants needed to synthesize it. (4) Given the product Cc1ccnc(NC(=O)OC(C)(C)C)c1[N+](=O)[O-], predict the reactants needed to synthesize it. The reactants are: CC(C)(C)OC(=O)OC(=O)OC(C)(C)C.Cc1ccnc(N)c1[N+](=O)[O-]. (5) Given the product CS(=O)Cc1cc(F)cc2c(C(CCC#N)c3ccc(Cl)cc3Cl)c[nH]c12, predict the reactants needed to synthesize it. The reactants are: CSCc1cc(F)cc2c(C(CCC#N)c3ccc(Cl)cc3Cl)c[nH]c12.O=C(OO)c1cccc(Cl)c1. (6) Given the product Cc1csc(CC#N)n1, predict the reactants needed to synthesize it. The reactants are: CC(=O)CBr.N#CCC(N)=S. (7) Given the product CCC(CC)(c1ccc(C#CCCCC(=O)O)c(C)c1)c1ccc(C#CC(O)(C(F)(F)F)C(F)(F)F)c(C)c1, predict the reactants needed to synthesize it. The reactants are: CCC(CC)(c1ccc(C#CCCCC(=O)OC)c(C)c1)c1ccc(C#CC(O)(C(F)(F)F)C(F)(F)F)c(C)c1.